This data is from Full USPTO retrosynthesis dataset with 1.9M reactions from patents (1976-2016). The task is: Predict the reactants needed to synthesize the given product. (1) Given the product [C:1]1([CH:7]([N:8]2[C:16]3[C:11](=[CH:12][CH:13]=[CH:14][CH:15]=3)[C:10]3([C:17]4[C:22](=[CH:21][N:20]=[C:19]([O:24][CH3:25])[CH:18]=4)[O:23][CH2:33]3)[C:9]2=[O:26])[C:27]2[CH:32]=[CH:31][CH:30]=[CH:29][CH:28]=2)[CH:2]=[CH:3][CH:4]=[CH:5][CH:6]=1, predict the reactants needed to synthesize it. The reactants are: [C:1]1([CH:7]([C:27]2[CH:32]=[CH:31][CH:30]=[CH:29][CH:28]=2)[N:8]2[C:16]3[C:11](=[CH:12][CH:13]=[CH:14][CH:15]=3)[CH:10]([C:17]3[C:22]([OH:23])=[CH:21][N:20]=[C:19]([O:24][CH3:25])[CH:18]=3)[C:9]2=[O:26])[CH:6]=[CH:5][CH:4]=[CH:3][CH:2]=1.[C:33](=O)([O-])[O-].[Cs+].[Cs+].ClCI. (2) Given the product [NH:15]1[C:23]2[C:18](=[CH:19][CH:20]=[C:21](/[CH:24]=[C:8]3/[C:9](=[O:14])[NH:10][C:11]4[C:7]/3=[CH:6][C:5]([C:3]([NH:2][CH3:1])=[O:4])=[CH:13][CH:12]=4)[CH:22]=2)[CH:17]=[N:16]1, predict the reactants needed to synthesize it. The reactants are: [CH3:1][NH:2][C:3]([C:5]1[CH:6]=[C:7]2[C:11](=[CH:12][CH:13]=1)[NH:10][C:9](=[O:14])[CH2:8]2)=[O:4].[NH:15]1[C:23]2[C:18](=[CH:19][CH:20]=[C:21]([CH:24]=O)[CH:22]=2)[CH:17]=[N:16]1. (3) Given the product [ClH:26].[F:1][C:2]1[C:10]2[NH:9][C:8](=[O:11])[N:7]([CH:12]3[CH2:17][CH2:16][NH:15][CH2:14][CH2:13]3)[C:6]=2[CH:5]=[C:4]([CH3:25])[CH:3]=1, predict the reactants needed to synthesize it. The reactants are: [F:1][C:2]1[C:10]2[NH:9][C:8](=[O:11])[N:7]([CH:12]3[CH2:17][CH2:16][N:15](C(OC(C)(C)C)=O)[CH2:14][CH2:13]3)[C:6]=2[CH:5]=[C:4]([CH3:25])[CH:3]=1.[ClH:26].